Predict which catalyst facilitates the given reaction. From a dataset of Catalyst prediction with 721,799 reactions and 888 catalyst types from USPTO. (1) Reactant: C(OC([N:8]1[CH2:14][CH2:13][CH2:12][CH:11]([NH:15][CH2:16][CH2:17][CH2:18][CH2:19][OH:20])[CH2:10][CH2:9]1)=O)(C)(C)C.Cl. Product: [NH:8]1[CH2:14][CH2:13][CH2:12][CH:11]([NH:15][CH2:16][CH2:17][CH2:18][CH2:19][OH:20])[CH2:10][CH2:9]1. The catalyst class is: 12. (2) Reactant: [OH:1][C:2]1[CH:7]=[CH:6][C:5]([CH2:8][CH2:9][C:10]([O:12][CH3:13])=[O:11])=[CH:4][CH:3]=1.Br[CH2:15][C:16]1[CH:21]=[CH:20][CH:19]=[CH:18][CH:17]=1.C(=O)([O-])[O-].[Cs+].[Cs+].O. Product: [C:16]1([CH2:15][O:1][C:2]2[CH:3]=[CH:4][C:5]([CH2:8][CH2:9][C:10]([O:12][CH3:13])=[O:11])=[CH:6][CH:7]=2)[CH:21]=[CH:20][CH:19]=[CH:18][CH:17]=1. The catalyst class is: 16.